From a dataset of Reaction yield outcomes from USPTO patents with 853,638 reactions. Predict the reaction yield, written as a fraction of the theoretical maximum amount of product (1.0 means a 100% yield; for example, 0.34 means a 34% yield). (1) The reactants are C(NC(C)C)(C)C.C([Li])CCC.[S:13]1[CH:17]=[CH:16][CH:15]=[C:14]1[C:18]#[N:19].CN(C)[CH:22]=[O:23].C(O)(=O)CC(CC(O)=O)(C(O)=O)O. The catalyst is O1CCCC1.O. The product is [C:18]([C:14]1[S:13][C:17]([CH:22]=[O:23])=[CH:16][CH:15]=1)#[N:19]. The yield is 0.500. (2) The reactants are [F:1][C:2]1[CH:19]=[CH:18][C:5]([CH2:6][C:7]2([CH3:17])[C:12](=[O:13])[N:11]([CH3:14])[C:10](=[O:15])[NH:9][C:8]2=[O:16])=[CH:4][CH:3]=1.Br[CH2:21][C:22]([C:24]1[CH:29]=[CH:28][CH:27]=[CH:26][CH:25]=1)=[O:23]. No catalyst specified. The product is [F:1][C:2]1[CH:3]=[CH:4][C:5]([CH2:6][C:7]2([CH3:17])[C:12](=[O:13])[N:11]([CH3:14])[C:10](=[O:15])[N:9]([CH2:21][C:22](=[O:23])[C:24]3[CH:29]=[CH:28][CH:27]=[CH:26][CH:25]=3)[C:8]2=[O:16])=[CH:18][CH:19]=1. The yield is 0.720. (3) The reactants are [Br:1][C:2]1[C:7]([F:8])=[CH:6][C:5]([F:9])=[CH:4][C:3]=1[F:10].OS(O)(=O)=O.[N+:16]([O-])([OH:18])=[O:17]. No catalyst specified. The product is [Br:1][C:2]1[C:7]([F:8])=[CH:6][C:5]([F:9])=[C:4]([N+:16]([O-:18])=[O:17])[C:3]=1[F:10]. The yield is 0.990. (4) The reactants are [NH2:1][C:2]1[CH:10]=[C:9]([F:11])[C:8]([I:12])=[CH:7][C:3]=1[C:4]([OH:6])=[O:5].Cl[C:14]([O:17]C(Cl)=O)(Cl)Cl. The catalyst is O1CCOCC1. The product is [F:11][C:9]1[CH:10]=[C:2]2[NH:1][C:14](=[O:17])[O:6][C:4](=[O:5])[C:3]2=[CH:7][C:8]=1[I:12]. The yield is 0.900. (5) The reactants are C([O:3][C:4](=[O:20])[CH2:5][CH:6]([N:10]1[C:14]2[CH:15]=[CH:16][CH:17]=[CH:18][C:13]=2[NH:12][C:11]1=[O:19])[CH2:7][CH2:8][CH3:9])C.C(=O)([O-])[O-].[K+].[K+].Br[CH2:28][C:29]1[CH:34]=[C:33]([CH3:35])[CH:32]=[CH:31][C:30]=1[CH3:36]. The catalyst is CN(C=O)C. The product is [CH3:36][C:30]1[CH:31]=[CH:32][C:33]([CH3:35])=[CH:34][C:29]=1[CH2:28][N:12]1[C:13]2[CH:18]=[CH:17][CH:16]=[CH:15][C:14]=2[N:10]([CH:6]([CH2:7][CH2:8][CH3:9])[CH2:5][C:4]([OH:3])=[O:20])[C:11]1=[O:19]. The yield is 0.470. (6) The reactants are C([NH:8][CH:9]1[CH2:14][CH2:13][N:12]([CH2:15][CH2:16][OH:17])[CH2:11][CH2:10]1)(OC(C)(C)C)=O.C(O)(C(F)(F)F)=O. No catalyst specified. The product is [NH2:8][CH:9]1[CH2:14][CH2:13][N:12]([CH2:15][CH2:16][OH:17])[CH2:11][CH2:10]1. The yield is 0.870.